This data is from Forward reaction prediction with 1.9M reactions from USPTO patents (1976-2016). The task is: Predict the product of the given reaction. (1) Given the reactants I[C:2]1[CH:3]=[CH:4][C:5]([N:8]2[C:12](=[O:13])[CH2:11][C@H:10]3[CH2:14][CH2:15][CH2:16][C@@H:9]23)=[N:6][CH:7]=1.[C:17]([C:19]1[CH:24]=[CH:23][C:22]([F:25])=[CH:21][CH:20]=1)#[CH:18], predict the reaction product. The product is: [F:25][C:22]1[CH:23]=[CH:24][C:19]([C:17]#[C:18][C:2]2[CH:3]=[CH:4][C:5]([N:8]3[C:12](=[O:13])[CH2:11][C@H:10]4[CH2:14][CH2:15][CH2:16][C@@H:9]34)=[N:6][CH:7]=2)=[CH:20][CH:21]=1. (2) Given the reactants [Br-].[Br:2][C:3]1[C:4]([NH:31][C:32](=O)[C:33]([F:36])([F:35])[F:34])=[C:5]([CH2:11][P+](C2C=CC=CC=2)(C2C=CC=CC=2)C2C=CC=CC=2)[CH:6]=[C:7]([C:9]#[N:10])[CH:8]=1, predict the reaction product. The product is: [F:34][C:33]([F:36])([F:35])[C:32]1[NH:31][C:4]2[C:5]([CH:11]=1)=[CH:6][C:7]([C:9]#[N:10])=[CH:8][C:3]=2[Br:2]. (3) Given the reactants [C:1]([C:5]1[CH:6]=[C:7]([NH:16][C:17]([NH:19][C:20]2[C:29]3[C:24](=[CH:25][CH:26]=[CH:27][CH:28]=3)[C:23]([O:30][C:31]3[CH:36]=[CH:35][N:34]=[C:33]([NH:37][C:38]4[CH:43]=[C:42]([O:44][CH2:45][CH2:46][O:47][CH2:48][CH2:49][O:50][CH2:51][CH2:52][O:53][CH3:54])[CH:41]=[C:40]([O:55][CH3:56])[CH:39]=4)[N:32]=3)=[CH:22][CH:21]=2)=[O:18])[C:8]([O:14][CH3:15])=[C:9]([CH:13]=1)[C:10](O)=[O:11])([CH3:4])([CH3:3])[CH3:2].[NH2:57][CH2:58][CH2:59][OH:60].C(N(CC)CC)C.C(P1(=O)OP(CCC)(=O)OP(CCC)(=O)O1)CC.CCOC(C)=O, predict the reaction product. The product is: [C:1]([C:5]1[CH:6]=[C:7]([NH:16][C:17]([NH:19][C:20]2[C:29]3[C:24](=[CH:25][CH:26]=[CH:27][CH:28]=3)[C:23]([O:30][C:31]3[CH:36]=[CH:35][N:34]=[C:33]([NH:37][C:38]4[CH:43]=[C:42]([O:44][CH2:45][CH2:46][O:47][CH2:48][CH2:49][O:50][CH2:51][CH2:52][O:53][CH3:54])[CH:41]=[C:40]([O:55][CH3:56])[CH:39]=4)[N:32]=3)=[CH:22][CH:21]=2)=[O:18])[C:8]([O:14][CH3:15])=[C:9]([CH:13]=1)[C:10]([NH:57][CH2:58][CH2:59][OH:60])=[O:11])([CH3:4])([CH3:2])[CH3:3].